Dataset: Forward reaction prediction with 1.9M reactions from USPTO patents (1976-2016). Task: Predict the product of the given reaction. (1) Given the reactants [H-].[Na+].[CH3:3][C@@:4]1([C:20]([F:23])([F:22])[F:21])[CH2:19][N:7]2[C:8](=[O:18])[CH:9]=[C:10]([N:12]3[CH2:17][CH2:16][O:15][CH2:14][CH2:13]3)[N:11]=[C:6]2[NH:5]1.[C:24](Cl)(=[O:31])[C:25]1[CH:30]=[CH:29][CH:28]=[CH:27][CH:26]=1.C(=O)(O)[O-].[Na+], predict the reaction product. The product is: [CH3:3][C@@:4]1([C:20]([F:23])([F:21])[F:22])[CH2:19][N:7]2[C:8](=[O:18])[CH:9]=[C:10]([N:12]3[CH2:13][CH2:14][O:15][CH2:16][CH2:17]3)[N:11]=[C:6]2[N:5]1[C:24]([C:25]1[CH:30]=[CH:29][CH:28]=[CH:27][CH:26]=1)=[O:31]. (2) The product is: [C:1]([O:5][C:6](=[O:26])[NH:7][C:15]1[CH:20]=[C:19]([O:21][CH3:22])[CH:18]=[CH:17][C:16]=1[N+:23]([O-:25])=[O:24])([CH3:4])([CH3:2])[CH3:3]. Given the reactants [C:1]([O:5][C:6](=[O:26])[N:7]([C:15]1[CH:20]=[C:19]([O:21][CH3:22])[CH:18]=[CH:17][C:16]=1[N+:23]([O-:25])=[O:24])C(OC(C)(C)C)=O)([CH3:4])([CH3:3])[CH3:2].C[O-].[Na+], predict the reaction product.